Dataset: Reaction yield outcomes from USPTO patents with 853,638 reactions. Task: Predict the reaction yield, written as a fraction of the theoretical maximum amount of product (1.0 means a 100% yield; for example, 0.34 means a 34% yield). The reactants are [F:1][C:2]1[CH:3]=[CH:4][C:5]2[N:6]([C:8]([N:11]3[CH2:16][CH2:15][CH:14]([OH:17])[CH2:13][CH2:12]3)=[N:9][N:10]=2)[CH:7]=1.[H-].[Na+].[CH2:20](Br)[CH:21]=[CH2:22].O. The catalyst is C1COCC1.CCOC(C)=O.CO. The product is [CH2:22]([O:17][CH:14]1[CH2:15][CH2:16][N:11]([C:8]2[N:6]3[CH:7]=[C:2]([F:1])[CH:3]=[CH:4][C:5]3=[N:10][N:9]=2)[CH2:12][CH2:13]1)[CH:21]=[CH2:20]. The yield is 0.290.